Dataset: Forward reaction prediction with 1.9M reactions from USPTO patents (1976-2016). Task: Predict the product of the given reaction. (1) Given the reactants [F:1][C:2]1[CH:7]=[CH:6][C:5]([CH2:8][C:9]2[CH:18]=[C:17]3[C:12]([C:13]([OH:25])=[C:14]([C:20](OCC)=[O:21])[C:15](=[O:19])[NH:16]3)=[N:11][CH:10]=2)=[CH:4][CH:3]=1.[CH3:26][C@H:27]([OH:30])[CH2:28][NH2:29], predict the reaction product. The product is: [F:1][C:2]1[CH:7]=[CH:6][C:5]([CH2:8][C:9]2[CH:18]=[C:17]3[C:12]([C:13]([OH:25])=[C:14]([C:20]([NH:29][CH2:28][C@@H:27]([OH:30])[CH3:26])=[O:21])[C:15](=[O:19])[NH:16]3)=[N:11][CH:10]=2)=[CH:4][CH:3]=1. (2) Given the reactants [Cl:1][C:2]1[CH:3]=[C:4]([C:9]2([C:24]([F:27])([F:26])[F:25])[O:13][CH2:12][C:11]([C:14]3[CH:22]=[CH:21][C:17]([C:18]([OH:20])=O)=[C:16]([CH3:23])[CH:15]=3)=[CH:10]2)[CH:5]=[C:6]([Cl:8])[CH:7]=1.FC(F)(F)C([O-])=O.[NH2:35][CH2:36][C:37]([NH:39][CH2:40][C:41]([F:44])([F:43])[F:42])=[O:38].ON1C2C=CC=NC=2N=N1.C1(N=C=NC2CCCCC2)CCCCC1, predict the reaction product. The product is: [Cl:8][C:6]1[CH:5]=[C:4]([C:9]2([C:24]([F:25])([F:27])[F:26])[O:13][CH2:12][C:11]([C:14]3[CH:22]=[CH:21][C:17]([C:18]([NH:35][CH2:36][C:37](=[O:38])[NH:39][CH2:40][C:41]([F:44])([F:43])[F:42])=[O:20])=[C:16]([CH3:23])[CH:15]=3)=[CH:10]2)[CH:3]=[C:2]([Cl:1])[CH:7]=1. (3) Given the reactants C[O:2][C:3]([C:5]1[N:9]([CH2:10][C:11]2[CH:16]=[CH:15][C:14]([O:17][CH3:18])=[CH:13][CH:12]=2)[N:8]=[C:7]([NH:19][C:20]([C:22]2[N:26]([CH2:27][C:28]3[CH:33]=[CH:32][C:31]([O:34][CH3:35])=[CH:30][CH:29]=3)[N:25]=[C:24]([NH:36][C:37]([C:39]3[N:43]([CH2:44][C:45]4[CH:50]=[CH:49][C:48]([O:51][CH3:52])=[CH:47][CH:46]=4)[N:42]=[C:41]([N+:53]([O-:55])=[O:54])[CH:40]=3)=[O:38])[CH:23]=2)=[O:21])[CH:6]=1)=[O:4].[OH-].[Li+], predict the reaction product. The product is: [CH3:18][O:17][C:14]1[CH:13]=[CH:12][C:11]([CH2:10][N:9]2[C:5]([C:3]([OH:4])=[O:2])=[CH:6][C:7]([NH:19][C:20]([C:22]3[N:26]([CH2:27][C:28]4[CH:29]=[CH:30][C:31]([O:34][CH3:35])=[CH:32][CH:33]=4)[N:25]=[C:24]([NH:36][C:37]([C:39]4[N:43]([CH2:44][C:45]5[CH:46]=[CH:47][C:48]([O:51][CH3:52])=[CH:49][CH:50]=5)[N:42]=[C:41]([N+:53]([O-:55])=[O:54])[CH:40]=4)=[O:38])[CH:23]=3)=[O:21])=[N:8]2)=[CH:16][CH:15]=1. (4) Given the reactants [Cl:1][C:2]1[N:7]=[C:6]([CH2:8][C:9]#[N:10])[CH:5]=[CH:4][CH:3]=1.[OH-].[Na+].Br[CH2:14][CH2:15][CH2:16]Br, predict the reaction product. The product is: [Cl:1][C:2]1[N:7]=[C:6]([C:8]2([C:9]#[N:10])[CH2:16][CH2:15][CH2:14]2)[CH:5]=[CH:4][CH:3]=1. (5) Given the reactants [CH3:1][C:2]1[CH:7]=[C:6]([N+:8]([O-:10])=[O:9])[CH:5]=[CH:4][C:3]=1[CH2:11][C:12]#[N:13].CO[CH:16](OC)[N:17]([CH3:19])[CH3:18], predict the reaction product. The product is: [CH3:18][N:17]([CH3:19])/[CH:16]=[C:11](/[C:3]1[CH:4]=[CH:5][C:6]([N+:8]([O-:10])=[O:9])=[CH:7][C:2]=1[CH3:1])\[C:12]#[N:13]. (6) Given the reactants Cl[C:2]1[C:11]2[C:6](=[CH:7][CH:8]=[C:9]([CH3:12])[CH:10]=2)[N:5]=[C:4]([N:13]2[CH2:19][C:18]3[CH:20]=[CH:21][CH:22]=[CH:23][C:17]=3[S:16](=[O:25])(=[O:24])[CH2:15][CH2:14]2)[CH:3]=1.[NH:26]1[CH2:30][CH2:29][C@H:28]([OH:31])[CH2:27]1, predict the reaction product. The product is: [O:24]=[S:16]1(=[O:25])[C:17]2[CH:23]=[CH:22][CH:21]=[CH:20][C:18]=2[CH2:19][N:13]([C:4]2[CH:3]=[C:2]([N:26]3[CH2:30][CH2:29][C@H:28]([OH:31])[CH2:27]3)[C:11]3[C:6](=[CH:7][CH:8]=[C:9]([CH3:12])[CH:10]=3)[N:5]=2)[CH2:14][CH2:15]1. (7) Given the reactants [C:1]([C:3]1[C:8]([N+:9]([O-])=O)=[CH:7][C:6](Br)=[CH:5][N:4]=1)#[N:2].[OH-].[Na+].Cl.N[C:17](N)=O, predict the reaction product. The product is: [N:9]1[C:8]2[CH:7]=[CH:6][CH:5]=[N:4][C:3]=2[CH:1]=[N:2][CH:17]=1. (8) Given the reactants [OH-].[K+].[F:3][C:4]1[CH:5]=[C:6](B(O)O)[CH:7]=[CH:8][C:9]=1[OH:10].[O:14]1[CH2:17][C:16](=[CH:18][C:19]([O:21][CH2:22][CH3:23])=[O:20])[CH2:15]1, predict the reaction product. The product is: [F:3][C:4]1[CH:5]=[C:6]([C:16]2([CH2:18][C:19]([O:21][CH2:22][CH3:23])=[O:20])[CH2:17][O:14][CH2:15]2)[CH:7]=[CH:8][C:9]=1[OH:10].